This data is from Full USPTO retrosynthesis dataset with 1.9M reactions from patents (1976-2016). The task is: Predict the reactants needed to synthesize the given product. (1) Given the product [NH2:24][C:22](=[O:23])[C@H:21]([NH:20][C:2]1[CH:11]=[C:10]([C:12]#[N:13])[C:5]([C:6]([O:8][CH3:9])=[O:7])=[C:4]([C:14]2[CH:15]=[N:16][N:17]([CH3:19])[CH:18]=2)[N:3]=1)[CH2:25][CH:26]([CH3:28])[CH3:27], predict the reactants needed to synthesize it. The reactants are: Cl[C:2]1[CH:11]=[C:10]([C:12]#[N:13])[C:5]([C:6]([O:8][CH3:9])=[O:7])=[C:4]([C:14]2[CH:15]=[N:16][N:17]([CH3:19])[CH:18]=2)[N:3]=1.[NH2:20][C@H:21]([CH2:25][CH:26]([CH3:28])[CH3:27])[C:22]([NH2:24])=[O:23].O. (2) The reactants are: C([Mg]Br)C.[CH:5]1([CH2:8][CH3:9])[CH2:7][CH2:6]1.[N:10]([C:13]1[S:14][C:15]2[CH2:16][CH2:17][O:18][C:19]3[CH:26]=[C:25]([Br:27])[CH:24]=[CH:23][C:20]=3[C:21]=2[N:22]=1)=[N+:11]=[N-:12]. Given the product [Br:27][C:25]1[CH:24]=[CH:23][C:20]2[C:21]3[N:22]=[C:13]([N:10]4[C:8]([CH:5]5[CH2:7][CH2:6]5)=[CH:9][N:12]=[N:11]4)[S:14][C:15]=3[CH2:16][CH2:17][O:18][C:19]=2[CH:26]=1, predict the reactants needed to synthesize it. (3) Given the product [Cl:19][C:20]1[CH:21]=[CH:22][C:23]([C:24]([OH:26])=[O:25])=[C:3]([CH3:4])[CH:28]=1, predict the reactants needed to synthesize it. The reactants are: CN(C)[CH2:3][CH2:4]N(C)C.N#N.CCO.[Li]C(CC)C.[Cl:19][C:20]1[CH:28]=C[C:23]([C:24]([OH:26])=[O:25])=[CH:22][CH:21]=1.